Dataset: Catalyst prediction with 721,799 reactions and 888 catalyst types from USPTO. Task: Predict which catalyst facilitates the given reaction. (1) Product: [ClH:25].[F:14][C:11]1[C:10]([C:15]2[CH:16]=[C:17]3[C:22](=[CH:23][CH:24]=2)[N:21]=[CH:20][CH:19]=[CH:18]3)=[N:9][NH:8][C:12]=1[NH3+:13]. Reactant: C(OC([N:8]1[C:12]([NH2:13])=[C:11]([F:14])[C:10]([C:15]2[CH:16]=[C:17]3[C:22](=[CH:23][CH:24]=2)[N:21]=[CH:20][CH:19]=[CH:18]3)=[N:9]1)=O)(C)(C)C.[ClH:25].C(OCC)C. The catalyst class is: 2. (2) Reactant: [CH2:1]([C:15]1[CH:19]=[CH:18][S:17][CH:16]=1)[CH2:2][CH2:3][CH2:4][CH2:5][CH2:6][CH2:7][CH2:8][CH2:9][CH2:10][CH2:11][CH2:12][CH2:13][CH3:14].C1C(=O)N([Br:27])C(=O)C1. Product: [Br:27][C:16]1[S:17][CH:18]=[CH:19][C:15]=1[CH2:1][CH2:2][CH2:3][CH2:4][CH2:5][CH2:6][CH2:7][CH2:8][CH2:9][CH2:10][CH2:11][CH2:12][CH2:13][CH3:14]. The catalyst class is: 3. (3) Reactant: [OH:1][CH2:2][CH:3]1[NH:8][CH2:7][CH2:6][N:5]([C:9]([O:11][C:12]([CH3:15])([CH3:14])[CH3:13])=[O:10])[CH2:4]1.[C:16]1([N:22]=[C:23]=[O:24])[CH:21]=[CH:20][CH:19]=[CH:18][CH:17]=1. Product: [NH:22]([C:23]([N:8]1[CH2:7][CH2:6][N:5]([C:9]([O:11][C:12]([CH3:15])([CH3:14])[CH3:13])=[O:10])[CH2:4][CH:3]1[CH2:2][OH:1])=[O:24])[C:16]1[CH:21]=[CH:20][CH:19]=[CH:18][CH:17]=1. The catalyst class is: 7. (4) Reactant: [CH2:1]([C@H:8]([NH:12][C:13](=[O:19])[O:14][C:15]([CH3:18])([CH3:17])[CH3:16])[C:9](=[O:11])[CH3:10])[C:2]1[CH:7]=[CH:6][CH:5]=[CH:4][CH:3]=1.[BH4-].[Na+]. Product: [CH2:1]([C@H:8]([NH:12][C:13](=[O:19])[O:14][C:15]([CH3:18])([CH3:17])[CH3:16])[CH:9]([OH:11])[CH3:10])[C:2]1[CH:7]=[CH:6][CH:5]=[CH:4][CH:3]=1. The catalyst class is: 8. (5) The catalyst class is: 104. Product: [CH3:17][O:16][C:9]1[CH:8]=[C:7]([C:21]2[O:20][CH:24]=[CH:23][CH:22]=2)[CH:12]=[C:11]([O:13][CH3:14])[C:10]=1[CH3:15]. Reactant: FC(F)(F)S(O[C:7]1[CH:12]=[C:11]([O:13][CH3:14])[C:10]([CH3:15])=[C:9]([O:16][CH3:17])[CH:8]=1)(=O)=O.[O:20]1[CH:24]=[CH:23][CH:22]=[C:21]1B(O)O.[Li+].[Cl-].C([O-])([O-])=O.[Na+].[Na+]. (6) Reactant: [F:1][C:2]([F:24])([F:23])[C:3]1[CH:4]=[C:5]([NH:9][S:10]([N:13]2[CH2:22][CH2:21][C:16]3(OCC[O:17]3)[CH2:15][CH2:14]2)(=[O:12])=[O:11])[CH:6]=[CH:7][CH:8]=1.Cl.[OH-].[Na+].O. Product: [O:17]=[C:16]1[CH2:21][CH2:22][N:13]([S:10]([NH:9][C:5]2[CH:6]=[CH:7][CH:8]=[C:3]([C:2]([F:23])([F:24])[F:1])[CH:4]=2)(=[O:12])=[O:11])[CH2:14][CH2:15]1. The catalyst class is: 21. (7) Reactant: [CH:1]1([C:4](=O)[CH3:5])[CH2:3][CH2:2]1.[CH3:7][C:8]([S:11]([NH2:13])=[O:12])([CH3:10])[CH3:9]. Product: [CH:1]1(/[C:4](=[N:13]/[S:11]([C:8]([CH3:10])([CH3:9])[CH3:7])=[O:12])/[CH3:5])[CH2:3][CH2:2]1. The catalyst class is: 1. (8) Reactant: [Cl:1][C:2]1[CH:3]=[C:4]([CH:7]=[C:8]([O:10][C:11]2[C:19]([Cl:20])=[CH:18][CH:17]=[C:16]3[C:12]=2[CH:13]=[N:14][NH:15]3)[CH:9]=1)[C:5]#[N:6].CC([O-])(C)C.[K+].C1COCC1.[Cl:32]N1C(=O)CCC1=O. Product: [Cl:1][C:2]1[CH:3]=[C:4]([CH:7]=[C:8]([O:10][C:11]2[C:19]([Cl:20])=[CH:18][CH:17]=[C:16]3[C:12]=2[C:13]([Cl:32])=[N:14][NH:15]3)[CH:9]=1)[C:5]#[N:6]. The catalyst class is: 3. (9) Reactant: [C:1]([C:4]1[CH:9]=[CH:8][C:7]([NH:10]C(=O)C)=[C:6]([Br:14])[CH:5]=1)(=[O:3])[CH3:2]. Product: [NH2:10][C:7]1[CH:8]=[CH:9][C:4]([C:1](=[O:3])[CH3:2])=[CH:5][C:6]=1[Br:14]. The catalyst class is: 33.